This data is from Full USPTO retrosynthesis dataset with 1.9M reactions from patents (1976-2016). The task is: Predict the reactants needed to synthesize the given product. (1) Given the product [CH2:29]([O:36][C:37]1[CH:38]=[CH:39][C:40]([CH3:46])=[C:41]([C:42]([N:23]2[CH2:24][CH2:25][CH:20]([N:18]3[C:17](=[O:26])[C:16]([CH3:28])([CH3:27])[C:15]([C:7]4[C:8]5[CH2:9][C:10]([CH3:14])([CH3:13])[O:11][C:12]=5[C:4]([O:3][CH3:2])=[CH:5][CH:6]=4)=[N:19]3)[CH2:21][CH2:22]2)=[O:43])[CH:45]=1)[C:30]1[CH:31]=[CH:32][CH:33]=[CH:34][CH:35]=1, predict the reactants needed to synthesize it. The reactants are: Cl.[CH3:2][O:3][C:4]1[C:12]2[O:11][C:10]([CH3:14])([CH3:13])[CH2:9][C:8]=2[C:7]([C:15]2[C:16]([CH3:28])([CH3:27])[C:17](=[O:26])[N:18]([CH:20]3[CH2:25][CH2:24][NH:23][CH2:22][CH2:21]3)[N:19]=2)=[CH:6][CH:5]=1.[CH2:29]([O:36][C:37]1[CH:38]=[CH:39][C:40]([CH3:46])=[C:41]([CH:45]=1)[C:42](O)=[O:43])[C:30]1[CH:35]=[CH:34][CH:33]=[CH:32][CH:31]=1. (2) Given the product [Br:14][C:12]1[CH:11]=[CH:10][C:9]([O:15][CH2:30][C:29]2[CH:32]=[CH:33][C:26]([O:25][CH3:24])=[CH:27][CH:28]=2)=[C:8]([C:6]2[N:7]=[C:2]([NH2:1])[N:3]=[C:4]([NH:16][C:17]3[CH:22]=[CH:21][C:20]([Cl:23])=[CH:19][CH:18]=3)[CH:5]=2)[CH:13]=1, predict the reactants needed to synthesize it. The reactants are: [NH2:1][C:2]1[N:7]=[C:6]([C:8]2[CH:13]=[C:12]([Br:14])[CH:11]=[CH:10][C:9]=2[OH:15])[CH:5]=[C:4]([NH:16][C:17]2[CH:22]=[CH:21][C:20]([Cl:23])=[CH:19][CH:18]=2)[N:3]=1.[CH3:24][O:25][C:26]1[CH:33]=[CH:32][C:29]([CH2:30]Cl)=[CH:28][CH:27]=1. (3) Given the product [NH2:22][C:13]1[N:14]=[C:15]([C:16]2[CH:21]=[CH:20][CH:19]=[CH:18][CH:17]=2)[C:10]([C:5]2[CH:6]=[CH:7][C:8](=[O:9])[N:3]([CH2:1][CH3:2])[N:4]=2)=[N:11][CH:12]=1, predict the reactants needed to synthesize it. The reactants are: [CH2:1]([N:3]1[C:8](=[O:9])[CH:7]=[CH:6][C:5]([C:10]2[C:15]([C:16]3[CH:21]=[CH:20][CH:19]=[CH:18][CH:17]=3)=[N:14][C:13]([NH:22]CC3C=CC(OC)=CC=3)=[CH:12][N:11]=2)=[N:4]1)[CH3:2].Cl. (4) The reactants are: [CH2:1]([N:8]1[CH2:32][C@:31]2([C:33](=[O:36])CO)[C@@H:10]([CH2:11][C@H:12]3[C@H:25]4[C@@:16]([F:29])([C@:17]5([CH3:28])[C:22]([C@@H:23]([F:26])[CH2:24]4)=[CH:21][C:20](=[O:27])[CH:19]=[CH:18]5)[C@@H:15]([OH:30])[CH2:14][C@@:13]32[CH3:37])[CH2:9]1)[C:2]1[CH:7]=[CH:6][CH:5]=[CH:4][CH:3]=1.[OH-:38].[Na+]. Given the product [CH2:1]([N:8]1[CH2:32][C@:31]2([C:33]([OH:36])=[O:38])[C@@H:10]([CH2:11][C@H:12]3[CH:25]4[C@@:16]([F:29])([C@:17]5([CH3:28])[C:22]([C@@H:23]([F:26])[CH2:24]4)=[CH:21][C:20](=[O:27])[CH:19]=[CH:18]5)[C@@H:15]([OH:30])[CH2:14][C@@:13]32[CH3:37])[CH2:9]1)[C:2]1[CH:3]=[CH:4][CH:5]=[CH:6][CH:7]=1, predict the reactants needed to synthesize it. (5) Given the product [Br:3][C:4]1[CH:9]=[C:8]([F:10])[CH:7]=[CH:6][C:5]=1[S:11][CH2:12][C:13]([OH:15])=[O:14], predict the reactants needed to synthesize it. The reactants are: [OH-].[Na+].[Br:3][C:4]1[CH:9]=[C:8]([F:10])[CH:7]=[CH:6][C:5]=1[S:11][CH2:12][C:13]([O:15]C)=[O:14].Cl. (6) Given the product [NH2:42][CH2:19][CH2:18][CH2:17][C@:16]([C@@H:22]1[O:27][CH2:26][CH2:25][N:24]([C:28]([O:30][C:31]([CH3:32])([CH3:33])[CH3:34])=[O:29])[CH2:23]1)([C:6]1[CH:5]=[CH:4][CH:3]=[C:2]([Cl:1])[C:7]=1[C:8]1[CH:13]=[CH:12][CH:11]=[C:10]([CH2:14][CH3:15])[CH:9]=1)[OH:21], predict the reactants needed to synthesize it. The reactants are: [Cl:1][C:2]1[C:7]([C:8]2[CH:13]=[CH:12][CH:11]=[C:10]([CH2:14][CH3:15])[CH:9]=2)=[C:6]([C@:16]([C@@H:22]2[O:27][CH2:26][CH2:25][N:24]([C:28]([O:30][C:31]([CH3:34])([CH3:33])[CH3:32])=[O:29])[CH2:23]2)([OH:21])[CH2:17][CH2:18][CH:19]=O)[CH:5]=[CH:4][CH:3]=1.N.CC(O)=O.[BH3-]C#[N:42].[Na+]. (7) Given the product [CH2:16]([O:18][C:19]([N:21]1[CH2:26][CH2:25][N:24]([C:27]([CH:29]([NH:36][C:1]([C:4]2[CH:13]=[C:12]([O:14][CH3:15])[C:11]3[C:6](=[CH:7][CH:8]=[CH:9][CH:10]=3)[N:5]=2)=[O:3])[CH2:30][C:31]2[N:32]=[CH:33][NH:34][CH:35]=2)=[O:28])[CH2:23][CH2:22]1)=[O:20])[CH3:17], predict the reactants needed to synthesize it. The reactants are: [C:1]([C:4]1[CH:13]=[C:12]([O:14][CH3:15])[C:11]2[C:6](=[CH:7][CH:8]=[CH:9][CH:10]=2)[N:5]=1)([OH:3])=O.[CH2:16]([O:18][C:19]([N:21]1[CH2:26][CH2:25][N:24]([C:27]([CH:29]([NH2:36])[CH2:30][C:31]2[N:32]=[CH:33][NH:34][CH:35]=2)=[O:28])[CH2:23][CH2:22]1)=[O:20])[CH3:17].CCN=C=NCCCN(C)C.Cl.C1C=CC2N(O)N=NC=2C=1.